From a dataset of Reaction yield outcomes from USPTO patents with 853,638 reactions. Predict the reaction yield, written as a fraction of the theoretical maximum amount of product (1.0 means a 100% yield; for example, 0.34 means a 34% yield). (1) The reactants are Cl.[CH3:2][O:3][N:4]([CH3:20])[C:5]([C@@:7]1([NH2:19])[C@@H:9]([C:10]2[CH:15]=[CH:14][CH:13]=[CH:12][CH:11]=2)[C@H:8]1[CH2:16][O:17][CH3:18])=[O:6].[F:21][C:22]([F:38])([F:37])[C:23]1[O:27][N:26]=[C:25]([C:28]2[S:32][C:31]([S:33](Cl)(=[O:35])=[O:34])=[CH:30][CH:29]=2)[CH:24]=1. The catalyst is N1C=CC=CC=1. The product is [CH3:2][O:3][N:4]([CH3:20])[C:5]([C@@:7]1([NH:19][S:33]([C:31]2[S:32][C:28]([C:25]3[CH:24]=[C:23]([C:22]([F:21])([F:37])[F:38])[O:27][N:26]=3)=[CH:29][CH:30]=2)(=[O:34])=[O:35])[C@@H:9]([C:10]2[CH:15]=[CH:14][CH:13]=[CH:12][CH:11]=2)[C@H:8]1[CH2:16][O:17][CH3:18])=[O:6]. The yield is 0.320. (2) The reactants are [CH3:1][C:2]1([CH3:16])[C:6]([CH3:8])([CH3:7])[O:5][B:4]([C:9]2[CH:14]=[CH:13][C:12]([OH:15])=[CH:11][CH:10]=2)[O:3]1.C([O-])([O-])=O.[K+].[K+].[Br:23][CH2:24][CH2:25][CH2:26]Br. The catalyst is CC#N. The product is [Br:23][CH2:24][CH2:25][CH2:26][O:15][C:12]1[CH:13]=[CH:14][C:9]([B:4]2[O:3][C:2]([CH3:16])([CH3:1])[C:6]([CH3:7])([CH3:8])[O:5]2)=[CH:10][CH:11]=1. The yield is 0.860. (3) No catalyst specified. The yield is 0.540. The reactants are Cl[C:2]1[CH:11]=[CH:10][C:5]([C:6]([O:8][CH3:9])=[O:7])=[C:4]([O:12][CH3:13])[N:3]=1.[F:14][C:15]([F:19])([F:18])[CH2:16][OH:17]. The product is [CH3:13][O:12][C:4]1[N:3]=[C:2]([O:17][CH2:16][C:15]([F:19])([F:18])[F:14])[CH:11]=[CH:10][C:5]=1[C:6]([O:8][CH3:9])=[O:7]. (4) The reactants are F[C:2]1[CH:3]=[C:4]([CH2:19][CH2:20][OH:21])[CH:5]=[CH:6][C:7]=1[O:8][C:9]1[CH:10]=NC(C(F)(F)F)=N[CH:14]=1.[N:22]#[C:23][NH2:24].OS([C:29]([F:32])(F)F)(=O)=O.[CH2:33]1[CH2:37]OC[CH2:34]1. No catalyst specified. The product is [C:23](=[NH:24])([O:21][CH2:20][CH2:19][C:4]1[CH:3]=[CH:2][C:7]([O:8][C:9]2[CH:14]=[CH:34][C:33]([CH3:37])=[C:29]([F:32])[CH:10]=2)=[CH:6][CH:5]=1)[NH2:22]. The yield is 0.249.